From a dataset of Reaction yield outcomes from USPTO patents with 853,638 reactions. Predict the reaction yield, written as a fraction of the theoretical maximum amount of product (1.0 means a 100% yield; for example, 0.34 means a 34% yield). (1) The reactants are [CH3:1][O:2][C:3](=[O:40])[C@H:4]([OH:39])[C@@H:5]([NH:13][C:14](=[O:38])[C:15]1[CH:20]=[C:19]([C:21]([NH:23][C@@H:24]([C:26]2[CH:31]=[CH:30][CH:29]=[CH:28][CH:27]=2)[CH3:25])=[O:22])[CH:18]=[C:17]([N:32]([CH3:37])[S:33]([CH3:36])(=[O:35])=[O:34])[CH:16]=1)[CH2:6][C:7]1[CH:12]=[CH:11][CH:10]=[CH:9][CH:8]=1.[O:41]1[CH:46]=[CH:45][CH2:44][CH2:43][CH2:42]1.[NH+]1C=CC=CC=1.C1(C)C=CC(S(O)(=O)=O)=CC=1. The catalyst is O1CCCC1. The product is [CH3:1][O:2][C:3](=[O:40])[C@H:4]([O:39][CH:42]1[CH2:43][CH2:44][CH2:45][CH2:46][O:41]1)[C@@H:5]([NH:13][C:14](=[O:38])[C:15]1[CH:20]=[C:19]([C:21]([NH:23][C@@H:24]([C:26]2[CH:27]=[CH:28][CH:29]=[CH:30][CH:31]=2)[CH3:25])=[O:22])[CH:18]=[C:17]([N:32]([CH3:37])[S:33]([CH3:36])(=[O:35])=[O:34])[CH:16]=1)[CH2:6][C:7]1[CH:12]=[CH:11][CH:10]=[CH:9][CH:8]=1. The yield is 0.690. (2) The reactants are [N:1]#[C:2][NH2:3].[CH3:4][O-].[Na+].[Cl:7][C:8]1[CH:13]=[C:12]([N:14]=[C:15]=[S:16])[CH:11]=[CH:10][C:9]=1[C:17]1[CH:22]=[CH:21][CH:20]=[CH:19][CH:18]=1.IC. The catalyst is CO. The product is [Cl:7][C:8]1[CH:13]=[C:12]([NH:14]/[C:15](/[S:16][CH3:4])=[N:1]/[C:2]#[N:3])[CH:11]=[CH:10][C:9]=1[C:17]1[CH:18]=[CH:19][CH:20]=[CH:21][CH:22]=1. The yield is 0.230.